From a dataset of Forward reaction prediction with 1.9M reactions from USPTO patents (1976-2016). Predict the product of the given reaction. Given the reactants C(OC(=O)[NH:7][C:8]1[N:9]([C:17]2[CH:22]=[CH:21][CH:20]=[C:19]([N:23]3[CH2:28][CH2:27][O:26][CH2:25][CH2:24]3)[CH:18]=2)[N:10]=[C:11]([C:13]([CH3:16])([CH3:15])[CH3:14])[CH:12]=1)(C)(C)C.C(O)(C(F)(F)F)=O, predict the reaction product. The product is: [C:13]([C:11]1[CH:12]=[C:8]([NH2:7])[N:9]([C:17]2[CH:22]=[CH:21][CH:20]=[C:19]([N:23]3[CH2:24][CH2:25][O:26][CH2:27][CH2:28]3)[CH:18]=2)[N:10]=1)([CH3:16])([CH3:14])[CH3:15].